The task is: Predict the reactants needed to synthesize the given product.. This data is from Full USPTO retrosynthesis dataset with 1.9M reactions from patents (1976-2016). Given the product [F:28][C:24]1[CH:23]=[C:22]([S:19]([C:16]2[CH:17]=[CH:18][C:13]([CH:10]3[CH2:11][CH2:12][NH:8][CH2:9]3)=[C:14]([CH:15]=2)[C:29]([OH:31])=[O:30])(=[O:21])=[O:20])[CH:27]=[CH:26][CH:25]=1, predict the reactants needed to synthesize it. The reactants are: C(OC([N:8]1[CH2:12][CH2:11][CH:10]([C:13]2[CH:18]=[CH:17][C:16]([S:19]([C:22]3[CH:27]=[CH:26][CH:25]=[C:24]([F:28])[CH:23]=3)(=[O:21])=[O:20])=[CH:15][C:14]=2[C:29]([OH:31])=[O:30])[CH2:9]1)=O)(C)(C)C.C(O)(C(F)(F)F)=O.